From a dataset of Full USPTO retrosynthesis dataset with 1.9M reactions from patents (1976-2016). Predict the reactants needed to synthesize the given product. (1) Given the product [Cl:31][C:22]1[CH:23]=[C:24]([C:27]([F:30])([F:28])[F:29])[CH:25]=[CH:26][C:21]=1[C:16]1[CH:17]=[C:18]2[C:13](=[C:14]([CH3:32])[CH:15]=1)[CH2:12][C@H:11]1[C@@H:19]2[CH2:20][NH:8][CH2:9][CH2:10]1, predict the reactants needed to synthesize it. The reactants are: C([N:8]1[CH2:20][C@H:19]2[C@H:11]([CH2:12][C:13]3[C:18]2=[CH:17][C:16]([C:21]2[CH:26]=[CH:25][C:24]([C:27]([F:30])([F:29])[F:28])=[CH:23][C:22]=2[Cl:31])=[CH:15][C:14]=3[CH3:32])[CH2:10][CH2:9]1)C1C=CC=CC=1.C(O)(=O)C. (2) Given the product [C:1]1([NH:7][C:8]([C:20]2[N:21]([CH3:30])[C:22]([C:23]3[CH:28]=[CH:27][C:26]([Cl:29])=[CH:25][CH:24]=3)=[C:18]([C:12]3[CH:13]=[CH:14][C:15]([Cl:17])=[CH:16][C:11]=3[Cl:10])[N:19]=2)=[O:9])[CH:6]=[CH:5][CH:4]=[CH:3][CH:2]=1, predict the reactants needed to synthesize it. The reactants are: [C:1]1([N:7]=[C:8]=[O:9])[CH:6]=[CH:5][CH:4]=[CH:3][CH:2]=1.[Cl:10][C:11]1[CH:16]=[C:15]([Cl:17])[CH:14]=[CH:13][C:12]=1[C:18]1[N:19]=[CH:20][N:21]([CH3:30])[C:22]=1[C:23]1[CH:28]=[CH:27][C:26]([Cl:29])=[CH:25][CH:24]=1. (3) Given the product [Cl:1][C:2]1[CH:3]=[C:4]([CH:8]=[C:9]([Cl:11])[N:10]=1)[C:5]([N:36]([O:37][CH3:38])[CH3:35])=[O:6], predict the reactants needed to synthesize it. The reactants are: [Cl:1][C:2]1[CH:3]=[C:4]([CH:8]=[C:9]([Cl:11])[N:10]=1)[C:5](O)=[O:6].Cl.C(N=C=NCCCN(C)C)C.ON1C2C=CC=CC=2N=N1.Cl.[CH3:35][NH:36][O:37][CH3:38].C(=O)(O)[O-].[Na+]. (4) The reactants are: I[C:2]1[CH:23]=[CH:22][C:5]([C:6]([N:8]2[C:14]3[CH:15]=[CH:16][CH:17]=[CH:18][C:13]=3[CH2:12][N:11]3[CH:19]=[CH:20][CH:21]=[C:10]3[CH2:9]2)=[O:7])=[C:4]([O:24][CH3:25])[CH:3]=1.[CH3:26][C:27]1[CH:32]=[CH:31][CH:30]=[CH:29][C:28]=1B(O)O.[C:36](=O)([O-:38])[O-:37].[Na+].[Na+]. Given the product [CH3:25][O:24][C:4]1[CH:3]=[C:2]([C:28]2[CH:29]=[CH:30][CH:31]=[CH:32][C:27]=2[CH3:26])[CH:23]=[CH:22][C:5]=1[C:6]([N:8]1[C:14]2[CH:15]=[CH:16][CH:17]=[CH:18][C:13]=2[CH2:12][N:11]2[C:19]([C:36]([OH:38])=[O:37])=[CH:20][CH:21]=[C:10]2[CH2:9]1)=[O:7], predict the reactants needed to synthesize it. (5) Given the product [Cl:26][C:27]1[CH:32]=[CH:31][CH:30]=[CH:29][C:28]=1[C:33]1[O:34][C:35]2[CH2:36][NH:37][CH2:38][CH2:39][C:40]=2[N:41]=1.[Cl:26][C:27]1[CH:32]=[CH:31][CH:30]=[CH:29][C:28]=1[C:33]1[O:34][C:12]2[CH2:13][N:14]([C:17]3[N:24]=[CH:23][CH:22]=[CH:21][C:18]=3[C:19]#[N:20])[CH2:15][CH2:16][C:11]=2[N:41]=1, predict the reactants needed to synthesize it. The reactants are: C(C1C=C(C2O[C:11]3[CH2:16][CH2:15][N:14]([C:17]4[N:24]=[CH:23][CH:22]=[CH:21][C:18]=4[C:19]#[N:20])[CH2:13][C:12]=3N=2)C=CC=1)#N.[Cl:26][C:27]1[CH:32]=[CH:31][CH:30]=[CH:29][C:28]=1[C:33]1[O:34][C:35]2[CH2:36][NH:37][CH2:38][CH2:39][C:40]=2[N:41]=1.ClC1C=CC=CC=1C(O)=O. (6) The reactants are: [CH3:1][S:2]([N:5]1[CH2:10][CH:9]=[C:8]([C:11]2[NH:29][C:14]3=[N:15][CH:16]=[CH:17][C:18]([C:19]4[CH:28]=[CH:27][C:22]([C:23]([O:25]C)=[O:24])=[CH:21][CH:20]=4)=[C:13]3[CH:12]=2)[CH2:7][CH2:6]1)(=[O:4])=[O:3].[OH-].[Li+].O. Given the product [CH3:1][S:2]([N:5]1[CH2:6][CH:7]=[C:8]([C:11]2[NH:29][C:14]3=[N:15][CH:16]=[CH:17][C:18]([C:19]4[CH:20]=[CH:21][C:22]([C:23]([OH:25])=[O:24])=[CH:27][CH:28]=4)=[C:13]3[CH:12]=2)[CH2:9][CH2:10]1)(=[O:4])=[O:3], predict the reactants needed to synthesize it. (7) Given the product [F:1][C:2]1[CH:7]=[CH:6][C:5]([F:8])=[CH:4][C:3]=1[CH:9]1[CH2:10][CH2:11][C:12]2([O:13][CH2:14][CH2:15][O:16]2)[CH2:17][CH:18]1[OH:19], predict the reactants needed to synthesize it. The reactants are: [F:1][C:2]1[CH:7]=[CH:6][C:5]([F:8])=[CH:4][C:3]=1[C:9]12[O:19][CH:18]1[CH2:17][C:12]1([O:16][CH2:15][CH2:14][O:13]1)[CH2:11][CH2:10]2. (8) Given the product [N+:10]([C:3]1[CH:4]=[C:5]([OH:8])[CH:6]=[CH:7][C:2]=1/[CH:20]=[CH:19]/[C:18]1[CH:21]=[CH:22][C:15]([OH:14])=[CH:16][CH:17]=1)([O-:12])=[O:11], predict the reactants needed to synthesize it. The reactants are: Br[C:2]1[CH:7]=[CH:6][C:5]([O:8]C)=[CH:4][C:3]=1[N+:10]([O-:12])=[O:11].C[O:14][C:15]1[CH:22]=[CH:21][C:18]([CH:19]=[CH2:20])=[CH:17][CH:16]=1.C(N(CC)C(C)C)(C)C. (9) Given the product [NH2:14][C:13]1[N:9]([C:4]2[CH:3]=[C:2]([Cl:1])[CH:7]=[C:6]([Cl:8])[CH:5]=2)[C:10](=[S:11])[NH:12][C:16](=[O:17])[CH:15]=1, predict the reactants needed to synthesize it. The reactants are: [Cl:1][C:2]1[CH:3]=[C:4]([NH:9][C:10]([NH2:12])=[S:11])[CH:5]=[C:6]([Cl:8])[CH:7]=1.[C:13]([CH2:15][C:16](OCC)=[O:17])#[N:14].S(=O)(=O)(O)O. (10) Given the product [CH3:9][O:8][C:1](=[O:7])[CH2:2][CH2:3][C:4]([O:6][CH2:17][O:16][C:10](=[O:15])[C:11]([CH3:14])([CH3:13])[CH3:12])=[O:5], predict the reactants needed to synthesize it. The reactants are: [C:1]([O:8][CH3:9])(=[O:7])[CH2:2][CH2:3][C:4]([O-:6])=[O:5].[C:10]([O:16][CH2:17]Cl)(=[O:15])[C:11]([CH3:14])([CH3:13])[CH3:12].C(N(CC)CC)C.